Dataset: Catalyst prediction with 721,799 reactions and 888 catalyst types from USPTO. Task: Predict which catalyst facilitates the given reaction. Reactant: [NH2:1][C:2]1[CH:7]=[CH:6][C:5]([N:8]=[C:9]2[N:13]([CH2:14][C:15]3[CH:20]=[CH:19][CH:18]=[CH:17][CH:16]=3)[C:12](=[O:21])[C:11](=[C:22]3[N:26]([CH3:27])[C:25]4[CH:28]=[CH:29][CH:30]=[CH:31][C:24]=4[S:23]3)[S:10]2)=[CH:4][CH:3]=1.[F:32][C:33]([F:44])([F:43])[C:34](O[C:34](=[O:35])[C:33]([F:44])([F:43])[F:32])=[O:35]. Product: [CH2:14]([N:13]1[C:12](=[O:21])[C:11](=[C:22]2[N:26]([CH3:27])[C:25]3[CH:28]=[CH:29][CH:30]=[CH:31][C:24]=3[S:23]2)[S:10][C:9]1=[N:8][C:5]1[CH:4]=[CH:3][C:2]([NH:1][C:34](=[O:35])[C:33]([F:44])([F:43])[F:32])=[CH:7][CH:6]=1)[C:15]1[CH:16]=[CH:17][CH:18]=[CH:19][CH:20]=1. The catalyst class is: 91.